From a dataset of Drug-target binding data from BindingDB using IC50 measurements. Regression. Given a target protein amino acid sequence and a drug SMILES string, predict the binding affinity score between them. We predict pIC50 (pIC50 = -log10(IC50 in M); higher means more potent). Dataset: bindingdb_ic50. (1) The compound is O=C(O)[C@H]1/C(=C/CO)O[C@@H]2CC(=O)N21. The target protein sequence is MSIQHFRVALIPFLAAFCLPVFAHPETLVKVKDAEDQLGARVGYIELDLNSGKILESFRPEERFPMLSTFKVLLCGAVLSRVDAGQEQLGRRIHYSQNDLVEYSPVTEKHLTDGMTVRELCSAAITMSDNTAANLLLTTIGGPKELTAFLHNMGDHVTRLDSREPELNEAIPNDERDTTMPAAMATTLRKLLTGELLTLASRQQLIDWMEADKVAGPLLRSALPAGWFIADKSGAGERGSRGIIAALGPDGKPSRIVVIYTTGSQATMDERDRQIAEIGASLIKHW. The pIC50 is 5.1. (2) The compound is Cc1cc(NS(=O)(=O)c2ccc(NCc3cnc4nc(N)[nH]c(=O)c4n3)cc2)no1. The target protein sequence is MCSLKWDYDLRCGEYTLNLNEKTLIMGILNVTPDSFSDGGSYNEVDAAVRHAKEMRDEGAHIIDIGGESTRPGFAKVSVEEEIKRVVPMIQAVSKEVKLPISIDTYKAEVAKQAIEAGAHIINDIWGAKAEPKIAEVAAHYDVPIILMHNRDNMNYRNLMADMIADLYDSIKIAKDAGVRDENIILDPGIGFAKTPEQNLEAMRNLEQLNVLGYPVLLGTSRKSFIGHVLDLPVEERLEGTGATVCLGIEKGCEFVRVHDVKEMSRMAKMMDAMIGKGVK. The pIC50 is 5.5. (3) The compound is O=C(N/N=C/c1ccc(O)c(O)c1O)C(=O)N/N=C/c1ccc(O)c(O)c1O. The target protein (Q9QYM2) has sequence MSAGPGCEPCTKRPRWGAAGTSAPTASDSRSFPGRQKRVLDPKDAPVQFRVPPSSSACVSGRAGPHRGSVTSFVFKQKPITTWMDTKGPKTAESESKENNNTRTDPMMSSVQKDNFYPHKVEKLGNVPQLNLDKSPTEKSTPYLNQQQTAGVCKWHSAGERAEQLSASEPSAVTQAPKQLSNANIDQSPPTDGHSDTDHEEDRDNQQFLTPVKLANAKQTVGDGQARSNCKCSASCQCGQDCAGCQREEADVIPESPLSDVGAEDIGTGSKNDNKLTGQESGLGDSPPFEKESEPESPMDVDNSKTSCQDSEADEEASPVFDEQDDQDDRSSQTANKLSSRQAREVDGDLRKRYLTKGSEIRLHFQFEGGSNAGTSDLNAKPSGNSSSLNVDGRSSKQHGKRDSKITDHFVRIPKSEDKRKEQCEVRHQRAERKIPKYVPPNLPPDKKWLGTPIEEMRKMPRCGVRLPLLRPSASHTVTVRVDLLRAGEVPKPFPTHYKD.... The pIC50 is 5.5. (4) The small molecule is COc1ccnc(CS(=O)c2nc3ccc(OC(F)F)cc3[nH]2)c1OC. The target protein (Q9UNQ0) has sequence MSSSNVEVFIPVSQGNTNGFPATASNDLKAFTEGAVLSFHNICYRVKLKSGFLPCRKPVEKEILSNINGIMKPGLNAILGPTGGGKSSLLDVLAARKDPSGLSGDVLINGAPRPANFKCNSGYVVQDDVVMGTLTVRENLQFSAALRLATTMTNHEKNERINRVIQELGLDKVADSKVGTQFIRGVSGGERKRTSIGMELITDPSILFLDEPTTGLDSSTANAVLLLLKRMSKQGRTIIFSIHQPRYSIFKLFDSLTLLASGRLMFHGPAQEALGYFESAGYHCEAYNNPADFFLDIINGDSTAVALNREEDFKATEIIEPSKQDKPLIEKLAEIYVNSSFYKETKAELHQLSGGEKKKKITVFKEISYTTSFCHQLRWVSKRSFKNLLGNPQASIAQIIVTVVLGLVIGAIYFGLKNDSTGIQNRAGVLFFLTTNQCFSSVSAVELFVVEKKLFIHEYISGYYRVSSYFLGKLLSDLLPMRMLPSIIFTCIVYFMLGLK.... The pIC50 is 5.0. (5) The target protein (P42677) has sequence MPLAKDLLHPSPEEEKRKHKKKRLVQSPNSYFMDVKCPGCYKITTVFSHAQTVVLCVGCSTVLCQPTGGKARLTEGCSFRRKQH. The pIC50 is 5.0. The small molecule is Nc1nc2c3c(F)cccc3nc(Cc3ccc4c(c3)OCO4)n2n1. (6) The compound is O=C(CSCCCc1ccccc1)[C@H](CCc1ccccc1)NC(=O)[C@@H]1CCCN1C(=O)OCc1ccccc1. The target protein sequence is MDYNMDYAPHEVISHQGERFVDKYVDRKILKNKKSLLVIISLSVLSVVGFILFYFTPNFRKSDLFKNSSVENNNDDYIINSLLKSPNGKKFIVSKIDEALSFYDSKKNDINKYNEGNNNNNADFKGLSLFKENTPSNNFIHNKDYFINFFDNKFLMNNAEHINQFYMFIKTNNKQYNSPNEMKERFQVFLQNAHKVNMHNNNKNSLYKKELNRFADLTYHEFKNKYLSLRSSKPLKNSKYLLDQMNYEEVIKKYRGEENFDHAAYDWRLHSGVTPVKDQKNCGSCWAFSSIGSVESQYAIRKNKLITLSEQELVDCSFKNYGCNGGLINNAFEDMIELGGICPDGDYPYVSDAPNLCNIDRCTEKYGIKNYLSVPDNKLKEALRFLGPISISVAVSDDFAFYKEGIFDGECGDELNHAVMLVGFGMKEIVNPLTKKGEKHYYYIIKNSWGQQWGERGFINIETDESGLMRKCGLGTDAFIPLIE. The pIC50 is 4.3. (7) The drug is O=C1c2ccccc2-c2c1c1ccccc1c(=O)n2CCCCCCNS(=O)(=O)c1ccccc1. The target protein (Q9NUW8) has sequence MSQEGDYGRWTISSSDESEEEKPKPDKPSTSSLLCARQGAANEPRYTCSEAQKAAHKRKISPVKFSNTDSVLPPKRQKSGSQEDLGWCLSSSDDELQPEMPQKQAEKVVIKKEKDISAPNDGTAQRTENHGAPACHRLKEEEDEYETSGEGQDIWDMLDKGNPFQFYLTRVSGVKPKYNSGALHIKDILSPLFGTLVSSAQFNYCFDVDWLVKQYPPEFRKKPILLVHGDKREAKAHLHAQAKPYENISLCQAKLDIAFGTHHTKMMLLLYEEGLRVVIHTSNLIHADWHQKTQGIWLSPLYPRIADGTHKSGESPTHFKADLISYLMAYNAPSLKEWIDVIHKHDLSETNVYLIGSTPGRFQGSQKDNWGHFRLKKLLKDHASSMPNAESWPVVGQFSSVGSLGADESKWLCSEFKESMLTLGKESKTPGKSSVPLYLIYPSVENVRTSLEGYPAGGSLPYSIQTAEKQNWLHSYFHKWSAETSGRSNAMPHIKTYMRP.... The pIC50 is 4.0.